Dataset: Reaction yield outcomes from USPTO patents with 853,638 reactions. Task: Predict the reaction yield, written as a fraction of the theoretical maximum amount of product (1.0 means a 100% yield; for example, 0.34 means a 34% yield). (1) The reactants are C(OC([N:8]([O:24]C(OC(C)(C)C)=O)[C:9]1([CH3:23])[C:13](=[O:14])[N:12]([CH3:15])[N:11]=[C:10]1[C:16]1[CH:21]=[CH:20][CH:19]=[CH:18][C:17]=1[F:22])=O)(C)(C)C. The catalyst is C(Cl)Cl. The product is [F:22][C:17]1[CH:18]=[CH:19][CH:20]=[CH:21][C:16]=1[C:10]1[C:9]([NH:8][OH:24])([CH3:23])[C:13](=[O:14])[N:12]([CH3:15])[N:11]=1. The yield is 0.680. (2) The reactants are O=[C:2]1[C:11]2[C:6](=[CH:7][CH:8]=[CH:9][CH:10]=2)[N:5]=[C:4]([C:12]([NH2:14])=O)[NH:3]1.O=P(Cl)(Cl)[Cl:17]. No catalyst specified. The product is [Cl:17][C:2]1[C:11]2[C:6](=[CH:7][CH:8]=[CH:9][CH:10]=2)[N:5]=[C:4]([C:12]#[N:14])[N:3]=1. The yield is 0.620. (3) The reactants are Br.[N:2]1[CH:7]=[CH:6][CH:5]=[C:4]([O:8][C:9]2[CH:14]=[CH:13][C:12]([C:15]3[O:19][C:18]([NH2:20])=[N:17][N:16]=3)=[CH:11][CH:10]=2)[CH:3]=1.[F:21][C:22]([F:34])([F:33])[O:23][C:24]1[CH:25]=[C:26]([CH:30]=[CH:31][CH:32]=1)[C:27](Cl)=[O:28]. The catalyst is N1C=CC=CC=1.CO. The product is [N:2]1[CH:7]=[CH:6][CH:5]=[C:4]([O:8][C:9]2[CH:10]=[CH:11][C:12]([C:15]3[O:19][C:18]([NH:20][C:27](=[O:28])[C:26]4[CH:30]=[CH:31][CH:32]=[C:24]([O:23][C:22]([F:21])([F:33])[F:34])[CH:25]=4)=[N:17][N:16]=3)=[CH:13][CH:14]=2)[CH:3]=1. The yield is 0.175. (4) The reactants are [C:1]([O:5][C:6]([CH:8]1[CH2:11][N:10]([CH2:12][C:13]2[CH:18]=[CH:17][C:16]([C:19]3[N:23]=[C:22]([C:24]4[O:28][N:27]=[C:26]([C:29]5[CH:34]=[CH:33][CH:32]=[CH:31][CH:30]=5)[C:25]=4[C:35]([OH:37])=O)[O:21][N:20]=3)=[CH:15][CH:14]=2)[CH2:9]1)=[O:7])([CH3:4])([CH3:3])[CH3:2].[F:38][C:39]([F:43])([F:42])[CH2:40][NH2:41].C1N(P(Cl)(N2C(=O)OCC2)=O)C(=O)OC1.CCN(CC)CC. The catalyst is CN(C=O)C. The product is [C:29]1([C:26]2[C:25]([C:35](=[O:37])[NH:41][CH2:40][C:39]([F:43])([F:42])[F:38])=[C:24]([C:22]3[O:21][N:20]=[C:19]([C:16]4[CH:17]=[CH:18][C:13]([CH2:12][N:10]5[CH2:11][CH:8]([C:6]([O:5][C:1]([CH3:3])([CH3:2])[CH3:4])=[O:7])[CH2:9]5)=[CH:14][CH:15]=4)[N:23]=3)[O:28][N:27]=2)[CH:34]=[CH:33][CH:32]=[CH:31][CH:30]=1. The yield is 0.517. (5) The reactants are Br[C:2]1[C:7]([CH2:8][NH:9][C:10]2[N:14]([C:15]3[CH:20]=[CH:19][CH:18]=[C:17]([Cl:21])[C:16]=3[Cl:22])[N:13]=[N:12][N:11]=2)=[CH:6][CH:5]=[CH:4][N:3]=1.[CH2:23]([O:25][C:26]1[CH:31]=[CH:30][C:29](B(O)O)=[CH:28][CH:27]=1)[CH3:24]. No catalyst specified. The product is [Cl:22][C:16]1[C:17]([Cl:21])=[CH:18][CH:19]=[CH:20][C:15]=1[N:14]1[C:10]([NH:9][CH2:8][C:7]2[C:2]([C:29]3[CH:30]=[CH:31][C:26]([O:25][CH2:23][CH3:24])=[CH:27][CH:28]=3)=[N:3][CH:4]=[CH:5][CH:6]=2)=[N:11][N:12]=[N:13]1. The yield is 0.0600. (6) The reactants are [F:1][CH:2]([F:18])[C:3](=O)[CH2:4][C:5]([C:7]1[CH:12]=[CH:11][C:10]([C:13]([F:16])([F:15])[F:14])=[CH:9][CH:8]=1)=O.[CH2:19]([O:21][C:22]([C:24]1[N:25]=[CH:26][NH:27][C:28]=1[NH2:29])=[O:23])[CH3:20]. The catalyst is C(O)(=O)C. The product is [CH2:19]([O:21][C:22]([C:24]1[N:25]=[CH:26][N:27]2[C:3]([CH:2]([F:18])[F:1])=[CH:4][C:5]([C:7]3[CH:12]=[CH:11][C:10]([C:13]([F:16])([F:15])[F:14])=[CH:9][CH:8]=3)=[N:29][C:28]=12)=[O:23])[CH3:20]. The yield is 0.490. (7) The reactants are Cl.[NH2:2][C@@H:3]1[CH2:12][CH2:11][CH2:10][C:9]2[C:8]([C:13]3[N:17]=[C:16]([C:18]4[CH:19]=[CH:20][C:21]([O:26][CH:27]([CH3:29])[CH3:28])=[C:22]([CH:25]=4)[C:23]#[N:24])[O:15][N:14]=3)=[CH:7][CH:6]=[CH:5][C:4]1=2.[C:30](Cl)(=[O:32])[CH3:31].CCN(CC)CC. The catalyst is C(Cl)Cl. The product is [C:23]([C:22]1[CH:25]=[C:18]([C:16]2[O:15][N:14]=[C:13]([C:8]3[CH:7]=[CH:6][CH:5]=[C:4]4[C:9]=3[CH2:10][CH2:11][CH2:12][C@H:3]4[NH:2][C:30](=[O:32])[CH3:31])[N:17]=2)[CH:19]=[CH:20][C:21]=1[O:26][CH:27]([CH3:29])[CH3:28])#[N:24]. The yield is 0.560.